This data is from Forward reaction prediction with 1.9M reactions from USPTO patents (1976-2016). The task is: Predict the product of the given reaction. (1) Given the reactants [CH3:1][O:2][C:3]1[CH:8]=[CH:7][C:6]([C:9]2[O:13][C:12]([NH:14][C:15]3[CH:16]=[CH:17][CH:18]=[C:19]4[C:24]=3[CH2:23][C:22](=[O:25])[CH2:21][CH2:20]4)=[N:11][CH:10]=2)=[CH:5][CH:4]=1.FC(F)(F)C1C=CC(C2OC(NC3C=CC=C4C=3CC(=O)CC4)=NC=2)=CC=1, predict the reaction product. The product is: [CH3:1][O:2][C:3]1[CH:8]=[CH:7][C:6]([C:9]2[O:13][C:12]([NH:14][C:15]3[CH:16]=[CH:17][CH:18]=[C:19]4[C:24]=3[CH2:23][CH:22]([OH:25])[CH2:21][CH2:20]4)=[N:11][CH:10]=2)=[CH:5][CH:4]=1. (2) Given the reactants [H-].[Na+].[CH3:3][OH:4].Br[C:6]1[CH:7]=[C:8]([CH:11]=[C:12]([O:15][CH2:16][CH3:17])[C:13]=1[OH:14])[CH:9]=[O:10], predict the reaction product. The product is: [CH2:16]([O:15][C:12]1[CH:11]=[C:8]([CH:7]=[C:6]([O:4][CH3:3])[C:13]=1[OH:14])[CH:9]=[O:10])[CH3:17]. (3) The product is: [Cl:12][CH2:13][CH2:14][CH2:15][O:16][C:17]1[CH:22]=[CH:21][C:20]([C:23]2[S:25][C:2]([CH2:3][C:4]([O:6][CH2:7][CH3:8])=[O:5])=[C:9]([CH3:10])[N:24]=2)=[CH:19][CH:18]=1. Given the reactants Br[CH:2]([C:9](=O)[CH3:10])[CH2:3][C:4]([O:6][CH2:7][CH3:8])=[O:5].[Cl:12][CH2:13][CH2:14][CH2:15][O:16][C:17]1[CH:22]=[CH:21][C:20]([C:23](=[S:25])[NH2:24])=[CH:19][CH:18]=1.C(OCC)(=O)C, predict the reaction product. (4) Given the reactants C([O-])=O.[CH3:4][C:5]1[N:6]=[C:7]([NH3+:20])[NH:8][C:9]=1[C:10]1[CH:15]=[CH:14][C:13]([C:16]([F:19])([F:18])[F:17])=[CH:12][CH:11]=1.[C:21]([O:25][C:26]([NH:28][CH2:29][C:30]1[CH:31]=[C:32]([C:39](O)=[O:40])[C:33]([CH:36]([F:38])[F:37])=[N:34][CH:35]=1)=[O:27])([CH3:24])([CH3:23])[CH3:22].CCN(C(C)C)C(C)C.F[P-](F)(F)(F)(F)F.N1(O[P+](N(C)C)(N(C)C)N(C)C)C2C=CC=CC=2N=N1, predict the reaction product. The product is: [F:38][CH:36]([F:37])[C:33]1[N:34]=[CH:35][C:30]([CH2:29][NH:28][C:26](=[O:27])[O:25][C:21]([CH3:22])([CH3:23])[CH3:24])=[CH:31][C:32]=1[C:39](=[O:40])[NH:20][C:7]1[NH:8][C:9]([C:10]2[CH:11]=[CH:12][C:13]([C:16]([F:19])([F:17])[F:18])=[CH:14][CH:15]=2)=[C:5]([CH3:4])[N:6]=1. (5) The product is: [C:1]([N:5]1[C:9]2=[N:10][CH:11]=[N:12][C:13]([NH:14][C:23]([NH:22][C:25]3[CH:30]=[CH:29][CH:28]=[CH:27][CH:26]=3)=[O:24])=[C:8]2[C:7]([C:15]2[CH:16]=[CH:17][C:18]([Cl:21])=[CH:19][CH:20]=2)=[N:6]1)([CH3:4])([CH3:2])[CH3:3]. Given the reactants [C:1]([N:5]1[C:9]2=[N:10][CH:11]=[N:12][C:13]([NH2:14])=[C:8]2[C:7]([C:15]2[CH:20]=[CH:19][C:18]([Cl:21])=[CH:17][CH:16]=2)=[N:6]1)([CH3:4])([CH3:3])[CH3:2].[N-:22]=[C:23]=[O:24].[CH:25]1[CH:30]=[CH:29][CH:28]=[CH:27][CH:26]=1, predict the reaction product. (6) Given the reactants [OH:1][CH:2]1[CH2:5][N:4]([C:6]([O:8][C:9]([CH3:12])([CH3:11])[CH3:10])=[O:7])[CH2:3]1.[Br:13][C:14]1[CH:19]=[CH:18][C:17](O)=[CH:16][CH:15]=1.C1(P(C2C=CC=CC=2)C2C=CC=CC=2)C=CC=CC=1.CC(OC(/N=N/C(OC(C)C)=O)=O)C, predict the reaction product. The product is: [Br:13][C:14]1[CH:19]=[CH:18][C:17]([O:1][CH:2]2[CH2:3][N:4]([C:6]([O:8][C:9]([CH3:12])([CH3:11])[CH3:10])=[O:7])[CH2:5]2)=[CH:16][CH:15]=1.